Dataset: Catalyst prediction with 721,799 reactions and 888 catalyst types from USPTO. Task: Predict which catalyst facilitates the given reaction. (1) Reactant: [C:1]([O:5][N:6]=[C:7]1[C:16]2[C:11](=[CH:12][CH:13]=[C:14]([OH:17])[CH:15]=2)[O:10][C:9]([C:18]2[N:23]=[CH:22][N:21]3[CH:24]=[CH:25][CH:26]=[C:20]3[CH:19]=2)=[CH:8]1)([CH3:4])([CH3:3])[CH3:2].C(=O)([O-])[O-].[Cs+].[Cs+].I[CH2:34][CH2:35][O:36][C:37]1[CH:42]=[CH:41][CH:40]=[CH:39][CH:38]=1. The catalyst class is: 35. Product: [C:1]([O:5][N:6]=[C:7]1[C:16]2[C:11](=[CH:12][CH:13]=[C:14]([O:17][CH2:34][CH2:35][O:36][C:37]3[CH:42]=[CH:41][CH:40]=[CH:39][CH:38]=3)[CH:15]=2)[O:10][C:9]([C:18]2[N:23]=[CH:22][N:21]3[CH:24]=[CH:25][CH:26]=[C:20]3[CH:19]=2)=[CH:8]1)([CH3:4])([CH3:2])[CH3:3]. (2) Reactant: B(Br)(Br)Br.C[O:6][C:7]1[CH:12]=[CH:11][C:10]([N:13]2[C:21]3[C:16](=[CH:17][CH:18]=[CH:19][CH:20]=3)[C:15]([C:22](=[O:24])[CH3:23])=[C:14]2[C:25]2[CH:30]=[CH:29][CH:28]=[CH:27][CH:26]=2)=[CH:9][CH:8]=1. Product: [OH:6][C:7]1[CH:12]=[CH:11][C:10]([N:13]2[C:21]3[C:16](=[CH:17][CH:18]=[CH:19][CH:20]=3)[C:15]([C:22](=[O:24])[CH3:23])=[C:14]2[C:25]2[CH:26]=[CH:27][CH:28]=[CH:29][CH:30]=2)=[CH:9][CH:8]=1. The catalyst class is: 2. (3) Reactant: [N:1]1([C:7]2=[N:8][C:9]3[CH:21]=[CH:20][CH:19]=[CH:18][C:10]=3[S:11][C:12]3[CH:17]=[CH:16][CH:15]=[CH:14][C:13]2=3)[CH2:6][CH2:5][NH:4][CH2:3][CH2:2]1.Br[CH2:23][CH2:24][OH:25].C(=O)([O-])[O-].[K+].[K+].[I-].[Na+]. Product: [CH:14]1[C:13]2[C:7]([N:1]3[CH2:2][CH2:3][N:4]([CH2:23][CH2:24][OH:25])[CH2:5][CH2:6]3)=[N:8][C:9]3[CH:21]=[CH:20][CH:19]=[CH:18][C:10]=3[S:11][C:12]=2[CH:17]=[CH:16][CH:15]=1. The catalyst class is: 51.